From a dataset of Full USPTO retrosynthesis dataset with 1.9M reactions from patents (1976-2016). Predict the reactants needed to synthesize the given product. (1) Given the product [Cl:31][C:30]1[CH:29]=[CH:28][CH:27]=[C:26]([Cl:32])[C:25]=1[CH2:24][CH:7]1[CH2:8][CH2:9][N:5]([CH2:4][C:3]2[CH:11]=[CH:12][CH:13]=[CH:14][C:2]=2[CH3:1])[C:6]1=[O:10], predict the reactants needed to synthesize it. The reactants are: [CH3:1][C:2]1[CH:14]=[CH:13][CH:12]=[CH:11][C:3]=1[CH2:4][N:5]1[CH2:9][CH2:8][CH2:7][C:6]1=[O:10].C([N-]C(C)C)(C)C.[Li+].Cl[CH2:24][C:25]1[C:30]([Cl:31])=[CH:29][CH:28]=[CH:27][C:26]=1[Cl:32].[Cl-].[NH4+]. (2) Given the product [C:35]([N:6]1[C:5]2[C:9](=[N:10][C:2]([NH2:1])=[N:3][C:4]=2[Cl:23])[N:8]([CH2:11][C:12]2[C:17]([CH3:18])=[C:16]([O:19][CH3:20])[C:15]([CH3:21])=[CH:14][N:13]=2)[C:7]1=[O:22])(=[O:37])[CH3:36], predict the reactants needed to synthesize it. The reactants are: [NH2:1][C:2]1[N:10]=[C:9]2[C:5]([NH:6][C:7](=[O:22])[N:8]2[CH2:11][C:12]2[C:17]([CH3:18])=[C:16]([O:19][CH3:20])[C:15]([CH3:21])=[CH:14][N:13]=2)=[C:4]([Cl:23])[N:3]=1.C1CCN2C(=NCCC2)CC1.[C:35](OC(=O)C)(=[O:37])[CH3:36]. (3) Given the product [CH3:30][S:31]([O:22][CH2:21][C:19]1[O:20][C:16]([CH2:15][N:1]2[CH2:6][CH2:5][C:4]3([C:14]4[C:9](=[CH:10][CH:11]=[CH:12][CH:13]=4)[CH:8]=[CH:7]3)[CH2:3][CH2:2]2)=[CH:17][N:18]=1)(=[O:33])=[O:32], predict the reactants needed to synthesize it. The reactants are: [N:1]1([CH2:15][C:16]2[O:20][C:19]([CH2:21][OH:22])=[N:18][CH:17]=2)[CH2:6][CH2:5][C:4]2([C:14]3[C:9](=[CH:10][CH:11]=[CH:12][CH:13]=3)[CH:8]=[CH:7]2)[CH2:3][CH2:2]1.C(N(CC)CC)C.[CH3:30][S:31](Cl)(=[O:33])=[O:32]. (4) Given the product [O:12]([C:19]1[CH:20]=[CH:21][C:22]([NH:25][C:26]([NH:1][C:2]2[CH:3]=[C:4]3[C:9](=[CH:10][CH:11]=2)[N:8]=[CH:7][CH:6]=[CH:5]3)=[O:27])=[CH:23][CH:24]=1)[C:13]1[CH:14]=[CH:15][CH:16]=[CH:17][CH:18]=1, predict the reactants needed to synthesize it. The reactants are: [NH2:1][C:2]1[CH:3]=[C:4]2[C:9](=[CH:10][CH:11]=1)[N:8]=[CH:7][CH:6]=[CH:5]2.[O:12]([C:19]1[CH:24]=[CH:23][C:22]([N:25]=[C:26]=[O:27])=[CH:21][CH:20]=1)[C:13]1[CH:18]=[CH:17][CH:16]=[CH:15][CH:14]=1. (5) Given the product [CH2:1]([C@H:8]1[CH2:9][N:10]([C:14]2[CH:19]=[CH:18][C:17]([O:20][CH3:21])=[C:16]([O:22][CH:23]3[CH2:27][CH2:26][CH2:25][CH2:24]3)[CH:15]=2)[CH2:11][CH2:12][N:13]1[CH2:30][CH2:29][C:28]#[N:31])[C:2]1[CH:3]=[CH:4][CH:5]=[CH:6][CH:7]=1, predict the reactants needed to synthesize it. The reactants are: [CH2:1]([CH:8]1[NH:13][CH2:12][CH2:11][N:10]([C:14]2[CH:19]=[CH:18][C:17]([O:20][CH3:21])=[C:16]([O:22][CH:23]3[CH2:27][CH2:26][CH2:25][CH2:24]3)[CH:15]=2)[CH2:9]1)[C:2]1[CH:7]=[CH:6][CH:5]=[CH:4][CH:3]=1.[C:28](#[N:31])[CH:29]=[CH2:30].C(N(CC)CC)C.